From a dataset of NCI-60 drug combinations with 297,098 pairs across 59 cell lines. Regression. Given two drug SMILES strings and cell line genomic features, predict the synergy score measuring deviation from expected non-interaction effect. (1) Drug 1: C1=NC2=C(N=C(N=C2N1C3C(C(C(O3)CO)O)F)Cl)N. Drug 2: CS(=O)(=O)CCNCC1=CC=C(O1)C2=CC3=C(C=C2)N=CN=C3NC4=CC(=C(C=C4)OCC5=CC(=CC=C5)F)Cl. Cell line: M14. Synergy scores: CSS=5.54, Synergy_ZIP=-2.50, Synergy_Bliss=-1.23, Synergy_Loewe=-2.66, Synergy_HSA=-1.06. (2) Drug 2: CC1C(C(CC(O1)OC2CC(CC3=C2C(=C4C(=C3O)C(=O)C5=C(C4=O)C(=CC=C5)OC)O)(C(=O)C)O)N)O.Cl. Synergy scores: CSS=68.1, Synergy_ZIP=8.93, Synergy_Bliss=7.05, Synergy_Loewe=6.84, Synergy_HSA=9.14. Drug 1: CC1=C2C(C(=O)C3(C(CC4C(C3C(C(C2(C)C)(CC1OC(=O)C(C(C5=CC=CC=C5)NC(=O)OC(C)(C)C)O)O)OC(=O)C6=CC=CC=C6)(CO4)OC(=O)C)OC)C)OC. Cell line: OVCAR-8. (3) Drug 1: C1CN1C2=NC(=NC(=N2)N3CC3)N4CC4. Drug 2: CN(C)C1=NC(=NC(=N1)N(C)C)N(C)C. Cell line: RXF 393. Synergy scores: CSS=2.90, Synergy_ZIP=0.106, Synergy_Bliss=4.05, Synergy_Loewe=1.44, Synergy_HSA=1.60. (4) Drug 1: CC1=C(C=C(C=C1)C(=O)NC2=CC(=CC(=C2)C(F)(F)F)N3C=C(N=C3)C)NC4=NC=CC(=N4)C5=CN=CC=C5. Drug 2: CC1=C2C(C(=O)C3(C(CC4C(C3C(C(C2(C)C)(CC1OC(=O)C(C(C5=CC=CC=C5)NC(=O)OC(C)(C)C)O)O)OC(=O)C6=CC=CC=C6)(CO4)OC(=O)C)O)C)O. Cell line: MOLT-4. Synergy scores: CSS=51.8, Synergy_ZIP=33.6, Synergy_Bliss=29.3, Synergy_Loewe=20.0, Synergy_HSA=21.8. (5) Drug 1: CCC(=C(C1=CC=CC=C1)C2=CC=C(C=C2)OCCN(C)C)C3=CC=CC=C3.C(C(=O)O)C(CC(=O)O)(C(=O)O)O. Drug 2: CC12CCC3C(C1CCC2O)C(CC4=C3C=CC(=C4)O)CCCCCCCCCS(=O)CCCC(C(F)(F)F)(F)F. Cell line: SW-620. Synergy scores: CSS=7.27, Synergy_ZIP=-5.07, Synergy_Bliss=-4.13, Synergy_Loewe=-4.45, Synergy_HSA=-3.83. (6) Drug 1: C1CN1P(=S)(N2CC2)N3CC3. Drug 2: C1=CC=C(C(=C1)C(C2=CC=C(C=C2)Cl)C(Cl)Cl)Cl. Cell line: RPMI-8226. Synergy scores: CSS=27.5, Synergy_ZIP=-7.27, Synergy_Bliss=-0.164, Synergy_Loewe=-14.0, Synergy_HSA=-0.541. (7) Drug 1: CC1=C(C=C(C=C1)NC2=NC=CC(=N2)N(C)C3=CC4=NN(C(=C4C=C3)C)C)S(=O)(=O)N.Cl. Drug 2: CC1=C2C(C(=O)C3(C(CC4C(C3C(C(C2(C)C)(CC1OC(=O)C(C(C5=CC=CC=C5)NC(=O)OC(C)(C)C)O)O)OC(=O)C6=CC=CC=C6)(CO4)OC(=O)C)O)C)O. Cell line: 786-0. Synergy scores: CSS=53.8, Synergy_ZIP=10.3, Synergy_Bliss=10.4, Synergy_Loewe=-36.7, Synergy_HSA=10.8.